From a dataset of Reaction yield outcomes from USPTO patents with 853,638 reactions. Predict the reaction yield, written as a fraction of the theoretical maximum amount of product (1.0 means a 100% yield; for example, 0.34 means a 34% yield). (1) The reactants are [CH2:1]([C:3]1[NH:12][C:6]2=[CH:7][N:8]=[C:9](Cl)[CH:10]=[C:5]2[CH:4]=1)[CH3:2].[NH3:13].O. The catalyst is CCO. The product is [CH2:1]([C:3]1[NH:12][C:6]2=[CH:7][N:8]=[C:9]([NH2:13])[CH:10]=[C:5]2[CH:4]=1)[CH3:2]. The yield is 0.160. (2) The reactants are [F:1][C:2]1[CH:7]=[CH:6][CH:5]=[C:4]([F:8])[C:3]=1[O:9][C:10]1[CH:15]=[CH:14][C:13]([N+:16]([O-])=O)=[CH:12][CH:11]=1.O.NN. The catalyst is CO.[Ni]. The product is [F:1][C:2]1[CH:7]=[CH:6][CH:5]=[C:4]([F:8])[C:3]=1[O:9][C:10]1[CH:11]=[CH:12][C:13]([NH2:16])=[CH:14][CH:15]=1. The yield is 0.910. (3) The reactants are Cl.[F:2][C:3]1[CH:4]=[CH:5][C:6]([O:11][C:12]2[CH:13]=[C:14]3[C:18](=[CH:19][CH:20]=2)[N:17]([CH3:21])[N:16]=[CH:15]3)=[C:7]([CH:10]=1)[CH2:8][NH2:9].C(N(C(C)C)CC)(C)C.[C:31]([O:35][C:36](O[C:36]([O:35][C:31]([CH3:34])([CH3:33])[CH3:32])=[O:37])=[O:37])([CH3:34])([CH3:33])[CH3:32]. The catalyst is C(Cl)Cl.C(OCC)(=O)C. The product is [C:31]([O:35][C:36](=[O:37])[NH:9][CH2:8][C:7]1[CH:10]=[C:3]([F:2])[CH:4]=[CH:5][C:6]=1[O:11][C:12]1[CH:13]=[C:14]2[C:18](=[CH:19][CH:20]=1)[N:17]([CH3:21])[N:16]=[CH:15]2)([CH3:34])([CH3:33])[CH3:32]. The yield is 0.930. (4) The reactants are C([O:5][C:6](=O)[C@@H:7]([O:9][C:10]1[CH:31]=[CH:30][C:13]2[C:14]3[N:18]([CH2:19][CH2:20][O:21][C:12]=2[CH:11]=1)[CH:17]=[C:16]([C:22]1[N:23]([CH:27]([CH3:29])[CH3:28])[N:24]=[CH:25][N:26]=1)[N:15]=3)[CH3:8])(C)(C)C.C(O)(C(F)(F)F)=O.C[N:41](C(ON1N=NC2C=CC=NC1=2)=[N+](C)C)C.F[P-](F)(F)(F)(F)F.[Cl-].[NH4+].C(N(CC)CC)C. The catalyst is C(Cl)Cl. The product is [CH:27]([N:23]1[C:22]([C:16]2[N:15]=[C:14]3[C:13]4[CH:30]=[CH:31][C:10]([O:9][C@@H:7]([CH3:8])[C:6]([NH2:41])=[O:5])=[CH:11][C:12]=4[O:21][CH2:20][CH2:19][N:18]3[CH:17]=2)=[N:26][CH:25]=[N:24]1)([CH3:29])[CH3:28]. The yield is 0.900. (5) The reactants are [S:1]1[C:5]([C:6]2[CH:7]=[C:8]([C:15]3[CH:16]=[C:17]([CH:20]=[CH:21][CH:22]=3)[CH:18]=[O:19])[CH:9]=[C:10]3[C:14]=2[NH:13][N:12]=[CH:11]3)=[CH:4][C:3]2[CH:23]=[CH:24][CH:25]=[CH:26][C:2]1=2.[BH4-].[Na+]. The catalyst is CO. The product is [S:1]1[C:5]([C:6]2[CH:7]=[C:8]([C:15]3[CH:16]=[C:17]([CH2:18][OH:19])[CH:20]=[CH:21][CH:22]=3)[CH:9]=[C:10]3[C:14]=2[NH:13][N:12]=[CH:11]3)=[CH:4][C:3]2[CH:23]=[CH:24][CH:25]=[CH:26][C:2]1=2. The yield is 0.120. (6) The reactants are [F:1][C:2]1[CH:9]=[CH:8][C:5]([C:6]#[N:7])=[C:4]([OH:10])[CH:3]=1.[H-].[Na+].Cl[CH2:14][C:15]([N:17]1[CH2:22][CH2:21][O:20][CH2:19][CH2:18]1)=[O:16]. The catalyst is CN(C)C=O. The product is [F:1][C:2]1[CH:9]=[CH:8][C:5]([C:6]#[N:7])=[C:4]([O:10][CH2:14][C:15]([N:17]2[CH2:22][CH2:21][O:20][CH2:19][CH2:18]2)=[O:16])[CH:3]=1. The yield is 0.830. (7) The reactants are [C:1]1([CH2:7][CH2:8][C:9]([OH:11])=O)[CH:6]=[CH:5][CH:4]=[CH:3][CH:2]=1.C(Cl)(=O)C(Cl)=O.Cl.[CH3:19][NH:20][O:21][CH3:22].N1C=CC=CC=1. The catalyst is C(Cl)Cl.CN(C=O)C. The product is [CH3:22][O:21][N:20]([CH3:19])[C:9](=[O:11])[CH2:8][CH2:7][C:1]1[CH:6]=[CH:5][CH:4]=[CH:3][CH:2]=1. The yield is 0.880.